Dataset: Forward reaction prediction with 1.9M reactions from USPTO patents (1976-2016). Task: Predict the product of the given reaction. (1) Given the reactants [CH3:1][C:2]1[NH:3][C:4]([CH3:11])=[CH:5][C:6](=[O:10])[C:7]=1[C:8]#[N:9].N, predict the reaction product. The product is: [NH2:9][CH2:8][C:7]1[C:6](=[O:10])[CH:5]=[C:4]([CH3:11])[NH:3][C:2]=1[CH3:1]. (2) Given the reactants Cl.[F:2][C:3]([F:25])([F:24])[C:4]1[CH:22]=[C:21]([F:23])[CH:20]=[CH:19][C:5]=1[CH:6]([O:14][CH:15]1[CH2:18][NH:17][CH2:16]1)[C:7]1[CH:12]=[CH:11][C:10]([Cl:13])=[CH:9][CH:8]=1.[N-:26]=[C:27]=[O:28], predict the reaction product. The product is: [F:25][C:3]([F:2])([F:24])[C:4]1[CH:22]=[C:21]([F:23])[CH:20]=[CH:19][C:5]=1[CH:6]([O:14][CH:15]1[CH2:18][N:17]([C:27]([NH:26][CH2:3][C:4]2[CH:22]=[CH:21][CH:20]=[CH:19][CH:5]=2)=[O:28])[CH2:16]1)[C:7]1[CH:12]=[CH:11][C:10]([Cl:13])=[CH:9][CH:8]=1. (3) Given the reactants [Cl:1][C:2]1[CH:9]=[C:8]([N:10]([CH2:16][C:17]2[CH:22]=[C:21]([F:23])[CH:20]=[CH:19][C:18]=2[F:24])[C@H:11]2[CH2:15][CH2:14][NH:13][CH2:12]2)[CH:7]=[CH:6][C:3]=1[C:4]#[N:5].[CH2:25]([S:28](Cl)(=[O:30])=[O:29])[CH2:26][CH3:27], predict the reaction product. The product is: [Cl:1][C:2]1[CH:9]=[C:8]([N:10]([CH2:16][C:17]2[CH:22]=[C:21]([F:23])[CH:20]=[CH:19][C:18]=2[F:24])[C@H:11]2[CH2:15][CH2:14][N:13]([S:28]([CH2:25][CH2:26][CH3:27])(=[O:30])=[O:29])[CH2:12]2)[CH:7]=[CH:6][C:3]=1[C:4]#[N:5]. (4) Given the reactants Cl[C:2]1[CH:3]=[C:4]([C:10]2[C:19]3[C:14](=[CH:15][C:16]([S:20]([NH:23][C:24]4[CH:29]=[CH:28][N:27]=[CH:26][N:25]=4)(=[O:22])=[O:21])=[CH:17][CH:18]=3)[CH:13]=[CH:12][N:11]=2)[C:5]([O:8][CH3:9])=[N:6][CH:7]=1.[C:30]1(B(O)O)[CH:35]=[CH:34][CH:33]=[CH:32][CH:31]=1.P([O-])([O-])([O-])=O.[K+].[K+].[K+].O, predict the reaction product. The product is: [CH3:9][O:8][C:5]1[C:4]([C:10]2[C:19]3[C:14](=[CH:15][C:16]([S:20]([NH:23][C:24]4[CH:29]=[CH:28][N:27]=[CH:26][N:25]=4)(=[O:22])=[O:21])=[CH:17][CH:18]=3)[CH:13]=[CH:12][N:11]=2)=[CH:3][C:2]([C:30]2[CH:35]=[CH:34][CH:33]=[CH:32][CH:31]=2)=[CH:7][N:6]=1. (5) Given the reactants [CH3:1][C:2]1([CH3:10])[S:6][CH2:5][NH:4][CH:3]1[C:7]([OH:9])=[O:8].C(N(CC)CC)C.[C:18]([O:22][C:23]1[CH:28]=[CH:27][C:26]([S:29](Cl)(=[O:31])=[O:30])=[CH:25][CH:24]=1)#[C:19][CH2:20][CH3:21], predict the reaction product. The product is: [CH2:18]([O:22][C:23]1[CH:28]=[CH:27][C:26]([S:29]([N:4]2[C@@H:3]([C:7]([OH:9])=[O:8])[C:2]([CH3:10])([CH3:1])[S:6][CH2:5]2)(=[O:31])=[O:30])=[CH:25][CH:24]=1)[C:19]#[C:20][CH3:21]. (6) Given the reactants Cl[CH2:2][C:3]([NH:5][C@@H:6]([C:9]1[CH:14]=[CH:13][CH:12]=[CH:11][CH:10]=1)[CH2:7][OH:8])=[O:4].[H-].[Na+], predict the reaction product. The product is: [C:9]1([C@@H:6]2[NH:5][C:3](=[O:4])[CH2:2][O:8][CH2:7]2)[CH:14]=[CH:13][CH:12]=[CH:11][CH:10]=1.